This data is from Peptide-MHC class II binding affinity with 134,281 pairs from IEDB. The task is: Regression. Given a peptide amino acid sequence and an MHC pseudo amino acid sequence, predict their binding affinity value. This is MHC class II binding data. The peptide sequence is ETVEKIVDQYREPVK. The MHC is DRB5_0101 with pseudo-sequence DRB5_0101. The binding affinity (normalized) is 0.209.